This data is from Catalyst prediction with 721,799 reactions and 888 catalyst types from USPTO. The task is: Predict which catalyst facilitates the given reaction. (1) Reactant: [CH3:1][C:2]1[CH:14]=[C:13]([O:15][C:16]2[CH:21]=[CH:20][CH:19]=[CH:18][CH:17]=2)[CH:12]=[CH:11][C:3]=1[C:4]([O:6]C(C)(C)C)=[O:5].FC(F)(F)C(O)=O. Product: [CH3:1][C:2]1[CH:14]=[C:13]([O:15][C:16]2[CH:21]=[CH:20][CH:19]=[CH:18][CH:17]=2)[CH:12]=[CH:11][C:3]=1[C:4]([OH:6])=[O:5]. The catalyst class is: 4. (2) Reactant: [C-:1]#[C-:2].[Li+].[Li+].[Na+].[I-].Cl[CH2:8][CH2:9][CH2:10][CH2:11][CH2:12][CH2:13][CH2:14][CH2:15][CH2:16][CH:17]([O:21][CH2:22][CH3:23])[O:18][CH2:19][CH3:20].N#N. Product: [CH2:19]([O:18][CH:17]([O:21][CH2:22][CH3:23])[CH2:16][CH2:15][CH2:14][CH2:13][CH2:12][CH2:11][CH2:10][CH2:9][CH2:8][C:1]#[CH:2])[CH3:20]. The catalyst class is: 16. (3) Reactant: [F:1][C:2]1[CH:7]=[CH:6][CH:5]=[CH:4][C:3]=1[N:8]1[C:16]2[C:11](=[C:12]([N:17]3[CH2:24][C@H:23]4[C@H:19]([CH2:20][NH:21][CH2:22]4)[C:18]3=[O:25])[CH:13]=[CH:14][CH:15]=2)[CH:10]=[N:9]1.[OH:26][C@@H:27]([CH3:32])[CH2:28][C:29](O)=[O:30].C(N(C(C)C)C(C)C)C.F[P-](F)(F)(F)(F)F.CN(C(N1C2C(=NC=CC=2)[N+]([O-])=N1)=[N+](C)C)C. Product: [F:1][C:2]1[CH:7]=[CH:6][CH:5]=[CH:4][C:3]=1[N:8]1[C:16]2[C:11](=[C:12]([N:17]3[CH2:24][C@H:23]4[C@H:19]([CH2:20][N:21]([C:29](=[O:30])[CH2:28][C@@H:27]([OH:26])[CH3:32])[CH2:22]4)[C:18]3=[O:25])[CH:13]=[CH:14][CH:15]=2)[CH:10]=[N:9]1. The catalyst class is: 7.